From a dataset of Forward reaction prediction with 1.9M reactions from USPTO patents (1976-2016). Predict the product of the given reaction. (1) Given the reactants [Cl:1][C:2]1[CH:11]=[CH:10][C:9]2[C:4](=[CH:5][CH:6]=[C:7]([OH:12])[CH:8]=2)[N:3]=1.CC(C)([O-])C.[K+].[CH2:19](Br)[C:20]1[CH:25]=[CH:24][CH:23]=[CH:22][CH:21]=1, predict the reaction product. The product is: [CH2:19]([O:12][C:7]1[CH:8]=[C:9]2[C:4](=[CH:5][CH:6]=1)[N:3]=[C:2]([Cl:1])[CH:11]=[CH:10]2)[C:20]1[CH:25]=[CH:24][CH:23]=[CH:22][CH:21]=1. (2) Given the reactants [CH2:1]([O:3][C:4]1[CH:8]=[C:7]([C:9]([O:11]C)=[O:10])[N:6]([CH3:13])[N:5]=1)[CH3:2].[OH-].[Na+], predict the reaction product. The product is: [CH2:1]([O:3][C:4]1[CH:8]=[C:7]([C:9]([OH:11])=[O:10])[N:6]([CH3:13])[N:5]=1)[CH3:2]. (3) Given the reactants [CH3:1][C:2]1[CH:7]=[CH:6][CH:5]=[CH:4][C:3]=1[C:8]1[C:9]2[CH:16]=[C:15]([O:17][CH2:18][C:19]3[CH:24]=[CH:23][C:22]([C@@H:25]([C:32]#[C:33][CH3:34])[CH2:26][C:27]([O:29]CC)=[O:28])=[CH:21][CH:20]=3)[CH:14]=[CH:13][C:10]=2[S:11][CH:12]=1.[Li+].[OH-].Cl, predict the reaction product. The product is: [CH3:1][C:2]1[CH:7]=[CH:6][CH:5]=[CH:4][C:3]=1[C:8]1[C:9]2[CH:16]=[C:15]([O:17][CH2:18][C:19]3[CH:20]=[CH:21][C:22]([C@@H:25]([C:32]#[C:33][CH3:34])[CH2:26][C:27]([OH:29])=[O:28])=[CH:23][CH:24]=3)[CH:14]=[CH:13][C:10]=2[S:11][CH:12]=1. (4) Given the reactants [Cl:1][C:2]1[CH:7]=[CH:6][C:5]([Cl:8])=[CH:4][CH:3]=1.[Br:9][C:10]1[CH:11]=[C:12]([CH:16]=[CH:17][CH:18]=1)[C:13](Cl)=[O:14].[Cl-].[Al+3].[Cl-].[Cl-].C(=O)(O)[O-].[Na+], predict the reaction product. The product is: [Cl:1][C:2]1[CH:7]=[CH:6][C:5]([Cl:8])=[CH:4][C:3]=1[C:13]([C:12]1[CH:16]=[CH:17][CH:18]=[C:10]([Br:9])[CH:11]=1)=[O:14].